This data is from Peptide-MHC class I binding affinity with 185,985 pairs from IEDB/IMGT. The task is: Regression. Given a peptide amino acid sequence and an MHC pseudo amino acid sequence, predict their binding affinity value. This is MHC class I binding data. (1) The peptide sequence is KSRENSTLI. The MHC is HLA-A02:03 with pseudo-sequence HLA-A02:03. The binding affinity (normalized) is 0.0847. (2) The peptide sequence is LFLLFLEITY. The MHC is HLA-A11:01 with pseudo-sequence HLA-A11:01. The binding affinity (normalized) is 0.240.